Dataset: Peptide-MHC class II binding affinity with 134,281 pairs from IEDB. Task: Regression. Given a peptide amino acid sequence and an MHC pseudo amino acid sequence, predict their binding affinity value. This is MHC class II binding data. The peptide sequence is EELRSLYNTVATLYCVH. The MHC is HLA-DQA10301-DQB10302 with pseudo-sequence HLA-DQA10301-DQB10302. The binding affinity (normalized) is 0.